This data is from Forward reaction prediction with 1.9M reactions from USPTO patents (1976-2016). The task is: Predict the product of the given reaction. (1) Given the reactants [C:1]1([C:7]2[N:12]=[N:11][C:10]([NH2:13])=[CH:9][CH:8]=2)[CH:6]=[CH:5][CH:4]=[CH:3][CH:2]=1.C(=O)([O-])O.[Na+].[Br:19]Br, predict the reaction product. The product is: [Br:19][C:9]1[CH:8]=[C:7]([C:1]2[CH:2]=[CH:3][CH:4]=[CH:5][CH:6]=2)[N:12]=[N:11][C:10]=1[NH2:13]. (2) Given the reactants [Cl:1][C:2]1[CH:10]=[CH:9][CH:8]=[C:7]([CH3:11])[C:3]=1[C:4]([OH:6])=O.O=S(Cl)Cl.CCN(CC)CC.[CH:23]1([NH2:26])[CH2:25][CH2:24]1, predict the reaction product. The product is: [Cl:1][C:2]1[CH:10]=[CH:9][CH:8]=[C:7]([CH3:11])[C:3]=1[C:4]([NH:26][CH:23]1[CH2:25][CH2:24]1)=[O:6]. (3) Given the reactants [CH2:1]([S:8]([NH:11][C:12]([CH:14]1[CH2:19][CH2:18][N:17]([C:20]2[C:30]([C:31]#[N:32])=[CH:29][C:23]([C:24]([O:26][CH2:27][CH3:28])=[O:25])=[C:22]([CH2:33]Cl)[N:21]=2)[CH2:16][CH2:15]1)=[O:13])(=[O:10])=[O:9])[C:2]1[CH:7]=[CH:6][CH:5]=[CH:4][CH:3]=1.[SH:35][C:36]1[N:37]([CH3:41])[CH:38]=[CH:39][N:40]=1, predict the reaction product. The product is: [CH2:1]([S:8]([NH:11][C:12]([CH:14]1[CH2:19][CH2:18][N:17]([C:20]2[C:30]([C:31]#[N:32])=[CH:29][C:23]([C:24]([O:26][CH2:27][CH3:28])=[O:25])=[C:22]([CH2:33][S:35][C:36]3[N:37]([CH3:41])[CH:38]=[CH:39][N:40]=3)[N:21]=2)[CH2:16][CH2:15]1)=[O:13])(=[O:10])=[O:9])[C:2]1[CH:7]=[CH:6][CH:5]=[CH:4][CH:3]=1. (4) Given the reactants [Cl:1][C:2]1[CH:7]=[CH:6][C:5]([CH:8](O)[C:9]2[CH:10]=[C:11]3[C:16](=[CH:17][CH:18]=2)[N:15]([CH3:19])[C:14](=[O:20])[CH:13]=[C:12]3[C:21]2[S:22][CH:23]=[C:24]([C:26]3[CH:31]=[CH:30][CH:29]=[CH:28][CH:27]=3)[N:25]=2)=[CH:4][CH:3]=1.S(Cl)([Cl:35])=O, predict the reaction product. The product is: [Cl:35][CH:8]([C:5]1[CH:6]=[CH:7][C:2]([Cl:1])=[CH:3][CH:4]=1)[C:9]1[CH:10]=[C:11]2[C:16](=[CH:17][CH:18]=1)[N:15]([CH3:19])[C:14](=[O:20])[CH:13]=[C:12]2[C:21]1[S:22][CH:23]=[C:24]([C:26]2[CH:31]=[CH:30][CH:29]=[CH:28][CH:27]=2)[N:25]=1. (5) Given the reactants [CH:1]([N:14]1[CH2:17]C(O[Si](C)(C)C)(C#N)[CH2:15]1)([C:8]1[CH:13]=[CH:12][CH:11]=[CH:10][CH:9]=1)[C:2]1[CH:7]=[CH:6][CH:5]=[CH:4][CH:3]=1.S(=O)(=O)(O)[OH:26].[O:30]1[CH2:35][CH2:34][O:33]CC1, predict the reaction product. The product is: [CH:1]([N:14]1[CH2:15][C:34]([OH:33])([C:35]([OH:30])=[O:26])[CH2:17]1)([C:8]1[CH:9]=[CH:10][CH:11]=[CH:12][CH:13]=1)[C:2]1[CH:7]=[CH:6][CH:5]=[CH:4][CH:3]=1. (6) Given the reactants [C:1](=[O:13])([S:11][CH3:12])[O:2][CH:3]([O:5][C:6](=[O:10])[CH:7]([CH3:9])C)[CH3:4].[C:14](O)(=O)CCC, predict the reaction product. The product is: [C:1](=[O:13])([S:11][CH3:12])[O:2][CH:3]([O:5][C:6](=[O:10])[CH2:7][CH2:9][CH3:14])[CH3:4]. (7) Given the reactants [C:1]([O:5][C:6]([N:8]1[C:12](=O)[C:11]([CH3:15])([CH3:14])[CH2:10][C@H:9]1[C:16]([O:18]C(C)(C)C)=[O:17])=[O:7])([CH3:4])([CH3:3])[CH3:2].[CH2:23]([BH-](CC)CC)C.[Li+].C([SiH](CC)CC)C.B(F)(F)F.O1[CH2:46][CH2:45][CH2:44]C1, predict the reaction product. The product is: [C:45]([C@@:9]1([C:16]([OH:18])=[O:17])[CH2:10][C:11]([CH3:14])([CH3:15])[CH2:12][N:8]1[C:6]([O:5][C:1]([CH3:2])([CH3:3])[CH3:4])=[O:7])([CH3:44])([CH3:46])[CH3:23].